This data is from TCR-epitope binding with 47,182 pairs between 192 epitopes and 23,139 TCRs. The task is: Binary Classification. Given a T-cell receptor sequence (or CDR3 region) and an epitope sequence, predict whether binding occurs between them. (1) The epitope is SSNVANYQK. The TCR CDR3 sequence is CASLISPTDTQYF. Result: 1 (the TCR binds to the epitope). (2) The epitope is LPPAYTNSF. The TCR CDR3 sequence is CASSEGEGQGHYGYTF. Result: 0 (the TCR does not bind to the epitope). (3) The epitope is PROT_97E67BCC. The TCR CDR3 sequence is CASSFFSGNTGELFF. Result: 0 (the TCR does not bind to the epitope).